Predict which catalyst facilitates the given reaction. From a dataset of Catalyst prediction with 721,799 reactions and 888 catalyst types from USPTO. (1) Reactant: [CH3:1][O:2][C:3](=[O:13])[C:4]1[CH:9]=[CH:8][C:7]([NH:10][CH3:11])=[C:6]([NH2:12])[CH:5]=1.[NH2:14][C:15]1[S:16][C:17]2[CH:23]=[C:22]([C:24]([F:27])([F:26])[F:25])[CH:21]=[CH:20][C:18]=2[N:19]=1.[C:28](N1C=CN=C1)(N1C=CN=C1)=S. Product: [CH3:1][O:2][C:3]([C:4]1[CH:9]=[CH:8][C:7]2[N:10]([CH3:28])[C:11]([NH:14][C:15]3[S:16][C:17]4[CH:23]=[C:22]([C:24]([F:27])([F:25])[F:26])[CH:21]=[CH:20][C:18]=4[N:19]=3)=[N:12][C:6]=2[CH:5]=1)=[O:13]. The catalyst class is: 344. (2) Reactant: [CH:1]1([CH2:4][O:5][C:6]2[CH:11]=[CH:10][CH:9]=[C:8]([O:12]CC3C=CC(OC)=CC=3)[C:7]=2[C:22]2[CH:23]=[C:24]([C@@H:33]3[CH2:38][CH2:37][CH2:36][N:35](C(OC(C)(C)C)=O)[CH2:34]3)[C:25]3[CH2:30][O:29][C:28](=[O:31])[NH:27][C:26]=3[N:32]=2)[CH2:3][CH2:2]1.[ClH:46]. Product: [ClH:46].[CH:1]1([CH2:4][O:5][C:6]2[CH:11]=[CH:10][CH:9]=[C:8]([OH:12])[C:7]=2[C:22]2[CH:23]=[C:24]([C@@H:33]3[CH2:38][CH2:37][CH2:36][NH:35][CH2:34]3)[C:25]3[CH2:30][O:29][C:28](=[O:31])[NH:27][C:26]=3[N:32]=2)[CH2:2][CH2:3]1. The catalyst class is: 12. (3) Reactant: [S:1]1[CH:5]=[N:4][N:3]=[C:2]1[NH2:6].Cl[C:8]([O:10][C:11]1[CH:16]=[CH:15][CH:14]=[CH:13][CH:12]=1)=[O:9].O. Product: [S:1]1[CH:5]=[N:4][N:3]=[C:2]1[NH:6][C:8](=[O:9])[O:10][C:11]1[CH:16]=[CH:15][CH:14]=[CH:13][CH:12]=1. The catalyst class is: 80. (4) Reactant: [CH3:1][C:2]1[CH:8]=[C:7]([O:9][C:10]2[CH:15]=[CH:14][C:13]([N+:16]([O-])=O)=[C:12]([NH:19][CH3:20])[CH:11]=2)[CH:6]=[C:5]([CH3:21])[C:3]=1[NH2:4]. Product: [NH2:4][C:3]1[C:2]([CH3:1])=[CH:8][C:7]([O:9][C:10]2[CH:11]=[C:12]([NH:19][CH3:20])[C:13]([NH2:16])=[CH:14][CH:15]=2)=[CH:6][C:5]=1[CH3:21]. The catalyst class is: 352. (5) Reactant: [O:1]1[C:15]([CH3:17])([CH3:16])[CH2:14][CH2:13][CH2:12][C@@H:11]([CH3:18])[C@@H:10]2[C@@:19]3([CH3:29])[CH2:20][CH2:21][C@@H:22]4[C@@:23]5([CH3:28])[CH2:24][CH2:25][C:26](=[O:27])[CH:2]1[C@H:3]5[CH2:4][CH:5]([OH:30])[C@H:6]4[C@@H:7]3[CH2:8][CH2:9]2.O.C(O)(=O)CC(CC(O)=O)(C(O)=O)[OH:35].C(=O)(O)[O-].[Na+].C(O)(=O)CC(CC(O)=O)(C(O)=O)O. Product: [CH3:16][C:15]([OH:1])([CH:14]([OH:35])[CH2:13][CH2:12][C@H:11]([C@@H:10]1[C@:19]2([CH3:29])[C@H:7]([C@H:6]3[C@H:22]([CH2:21][CH2:20]2)[C@:23]2([CH3:28])[C@@H:3]([CH2:2][C:26](=[O:27])[CH2:25][CH2:24]2)[CH2:4][CH:5]3[OH:30])[CH2:8][CH2:9]1)[CH3:18])[CH3:17]. The catalyst class is: 192.